From a dataset of Forward reaction prediction with 1.9M reactions from USPTO patents (1976-2016). Predict the product of the given reaction. (1) Given the reactants [C:1]([O:6][CH2:7][CH3:8])(=[O:5])[C:2]([CH3:4])=O.[O-]S([O-])(=O)=O.[Mg+2].[CH3:15][NH:16][NH2:17], predict the reaction product. The product is: [CH3:15][NH:16][N:17]=[C:2]([CH3:4])[C:1]([O:6][CH2:7][CH3:8])=[O:5]. (2) The product is: [CH2:1]([O:3][C:4](=[O:26])[CH2:5][C:6]1[CH:11]=[CH:10][C:9]([O:12][CH3:13])=[C:8]([O:14][C:15]2[CH:20]=[CH:19][C:18]([N+:21]([O-:23])=[O:22])=[CH:17][C:16]=2[CH2:24][Br:28])[CH:7]=1)[CH3:2]. Given the reactants [CH2:1]([O:3][C:4](=[O:26])[CH2:5][C:6]1[CH:11]=[CH:10][C:9]([O:12][CH3:13])=[C:8]([O:14][C:15]2[CH:20]=[CH:19][C:18]([N+:21]([O-:23])=[O:22])=[CH:17][C:16]=2[CH2:24]O)[CH:7]=1)[CH3:2].P(Br)(Br)[Br:28], predict the reaction product. (3) Given the reactants C(OC(=O)[NH:7][CH:8]1[CH2:13][CH2:12][CH2:11][CH:10]([NH:14][C:15]([C:17]2[C:25]3[C:20](=[N:21][CH:22]=[C:23]([C:26]4[C:34]5[C:29](=[CH:30][C:31]([Cl:35])=[CH:32][CH:33]=5)[N:28]([CH3:36])[N:27]=4)[N:24]=3)[NH:19][CH:18]=2)=[O:16])[CH2:9]1)(C)(C)C.C(O)(C(F)(F)F)=O, predict the reaction product. The product is: [NH2:7][CH:8]1[CH2:13][CH2:12][CH2:11][CH:10]([NH:14][C:15]([C:17]2[C:25]3[C:20](=[N:21][CH:22]=[C:23]([C:26]4[C:34]5[C:29](=[CH:30][C:31]([Cl:35])=[CH:32][CH:33]=5)[N:28]([CH3:36])[N:27]=4)[N:24]=3)[NH:19][CH:18]=2)=[O:16])[CH2:9]1. (4) Given the reactants C[O:2][C:3](=O)[CH2:4][NH:5][C:6]([C:8]1([NH:11][C:12](=[O:76])[C@H:13]([NH:35][C:36](=[O:75])[C@H:37]([NH:45][C:46](=[O:74])[CH2:47][C@H:48](O)/[CH:49]=[CH:50]/[CH2:51][CH2:52][S:53][C:54]([C:67]2[CH:72]=[CH:71][CH:70]=[CH:69][CH:68]=2)([C:61]2[CH:66]=[CH:65][CH:64]=[CH:63][CH:62]=2)[C:55]2[CH:60]=[CH:59][CH:58]=[CH:57][CH:56]=2)[CH2:38][C:39]2[CH:44]=[CH:43][CH:42]=[CH:41][CH:40]=2)[CH2:14][S:15][C:16]([C:29]2[CH:34]=[CH:33][CH:32]=[CH:31][CH:30]=2)([C:23]2[CH:28]=[CH:27][CH:26]=[CH:25][CH:24]=2)[C:17]2[CH:22]=[CH:21][CH:20]=[CH:19][CH:18]=2)[CH2:10][CH2:9]1)=[O:7].[Li+].[OH-:79].CC1C=CC=C([N+]([O-])=O)C=1C(OC(C1C([N+]([O-])=O)=CC=CC=1C)=O)=O, predict the reaction product. The product is: [CH2:38]([C@H:37]1[NH:45][C:46](=[O:74])[CH2:47][C@@H:48](/[CH:49]=[CH:50]/[CH2:51][CH2:52][S:53][C:54]([C:55]2[CH:56]=[CH:57][CH:58]=[CH:59][CH:60]=2)([C:61]2[CH:62]=[CH:63][CH:64]=[CH:65][CH:66]=2)[C:67]2[CH:68]=[CH:69][CH:70]=[CH:71][CH:72]=2)[O:79][C:3](=[O:2])[CH2:4][NH:5][C:6](=[O:7])[C:8]2([CH2:10][CH2:9]2)[NH:11][C:12](=[O:76])[C@@H:13]([CH2:14][S:15][C:16]([C:29]2[CH:30]=[CH:31][CH:32]=[CH:33][CH:34]=2)([C:23]2[CH:28]=[CH:27][CH:26]=[CH:25][CH:24]=2)[C:17]2[CH:18]=[CH:19][CH:20]=[CH:21][CH:22]=2)[NH:35][C:36]1=[O:75])[C:39]1[CH:40]=[CH:41][CH:42]=[CH:43][CH:44]=1. (5) Given the reactants [CH2:1]([C@@H:8]1[CH2:12][O:11][C:10](=[O:13])[N:9]1[C:14](=[O:33])[C@H:15]([CH3:32])[C@H:16]([C@H:18]1[CH2:22][O:21][C:20]([CH3:24])([CH3:23])[N:19]1[C:25]([O:27][C:28]([CH3:31])([CH3:30])[CH3:29])=[O:26])[OH:17])[C:2]1[CH:7]=[CH:6][CH:5]=[CH:4][CH:3]=1.N1C(C)=CC=CC=1C.[Si:42](OS(C(F)(F)F)(=O)=O)([C:45]([CH3:48])([CH3:47])[CH3:46])([CH3:44])[CH3:43], predict the reaction product. The product is: [CH2:1]([C@@H:8]1[CH2:12][O:11][C:10](=[O:13])[N:9]1[C:14](=[O:33])[C@H:15]([CH3:32])[C@H:16]([C@H:18]1[CH2:22][O:21][C:20]([CH3:24])([CH3:23])[N:19]1[C:25]([O:27][C:28]([CH3:31])([CH3:30])[CH3:29])=[O:26])[O:17][Si:42]([C:45]([CH3:48])([CH3:47])[CH3:46])([CH3:44])[CH3:43])[C:2]1[CH:7]=[CH:6][CH:5]=[CH:4][CH:3]=1. (6) Given the reactants S[C:2]1[CH:7]=[CH:6][CH:5]=[CH:4][N:3]=1.[Cl:8][O-].[Na+].O.[S:12](=[O:16])(=O)(O)[OH:13], predict the reaction product. The product is: [N:3]1[CH:4]=[CH:5][CH:6]=[CH:7][C:2]=1[S:12]([Cl:8])(=[O:16])=[O:13].